The task is: Predict which catalyst facilitates the given reaction.. This data is from Catalyst prediction with 721,799 reactions and 888 catalyst types from USPTO. Reactant: [Br:1][C:2]1[C:8]([C:9]2[C:20]([CH3:21])=[N:19][C:12]3[N:13]=[C:14]([S:17][CH3:18])[N:15]=[CH:16][C:11]=3[CH:10]=2)=[CH:7][C:5]([NH2:6])=[C:4]([F:22])[CH:3]=1.C([O-])(O)=O.[Na+].Cl[C:29]([O:31][C:32]([CH3:34])=[CH2:33])=[O:30]. The catalyst class is: 25. Product: [Br:1][C:2]1[C:8]([C:9]2[C:20]([CH3:21])=[N:19][C:12]3[N:13]=[C:14]([S:17][CH3:18])[N:15]=[CH:16][C:11]=3[CH:10]=2)=[CH:7][C:5]([NH:6][C:29](=[O:30])[O:31][C:32]([CH3:34])=[CH2:33])=[C:4]([F:22])[CH:3]=1.